From a dataset of Full USPTO retrosynthesis dataset with 1.9M reactions from patents (1976-2016). Predict the reactants needed to synthesize the given product. (1) Given the product [Cl:14][C:11]1[CH:10]=[CH:9][C:8]([C:5]2[CH:6]=[CH:7][C:2]([CH:30]=[CH2:31])=[C:3]([CH:15]3[C:16](=[O:26])[C:17]([CH3:25])([CH3:24])[O:18][C:19]([CH3:23])([CH3:22])[C:20]3=[O:21])[CH:4]=2)=[CH:13][CH:12]=1, predict the reactants needed to synthesize it. The reactants are: Br[C:2]1[CH:7]=[CH:6][C:5]([C:8]2[CH:13]=[CH:12][C:11]([Cl:14])=[CH:10][CH:9]=2)=[CH:4][C:3]=1[CH:15]1[C:20](=[O:21])[C:19]([CH3:23])([CH3:22])[O:18][C:17]([CH3:25])([CH3:24])[C:16]1=[O:26].O.[OH-].[Li+].[C:30]1(P(C2C=CC=CC=2)CCCP(C2C=CC=CC=2)C2C=CC=CC=2)C=CC=C[CH:31]=1. (2) Given the product [CH3:15][O:14][CH:13]([O:16][CH3:17])[CH2:12][S:1][CH2:2][CH2:3][CH2:4][CH2:5][CH2:6][CH2:7][OH:8], predict the reactants needed to synthesize it. The reactants are: [SH:1][CH2:2][CH2:3][CH2:4][CH2:5][CH2:6][CH2:7][OH:8].[H-].[Na+].Br[CH2:12][CH:13]([O:16][CH3:17])[O:14][CH3:15]. (3) Given the product [CH2:34]([N:9]([C@@H:10]([CH3:24])[CH2:11][N:12]1[CH:16]=[C:15]([C:17]2[CH:22]=[CH:21][C:20]([F:23])=[CH:19][N:18]=2)[CH:14]=[N:13]1)[C:7](=[O:8])[C:6]1[CH:25]=[C:2]([F:1])[CH:3]=[CH:4][C:5]=1[C:26]1[N:31]=[CH:30][CH:29]=[CH:28][N:27]=1)[CH3:35], predict the reactants needed to synthesize it. The reactants are: [F:1][C:2]1[CH:3]=[CH:4][C:5]([C:26]2[N:31]=[CH:30][CH:29]=[CH:28][N:27]=2)=[C:6]([CH:25]=1)[C:7]([NH:9][C@@H:10]([CH3:24])[CH2:11][N:12]1[CH:16]=[C:15]([C:17]2[CH:22]=[CH:21][C:20]([F:23])=[CH:19][N:18]=2)[CH:14]=[N:13]1)=[O:8].[H-].[Na+].[CH2:34](I)[CH3:35].[NH4+].[Cl-]. (4) Given the product [F:7][C@@H:11]1[CH2:15][C@@H:14]([C:16](=[O:35])[NH:17][CH2:18][C:19]2[CH:24]=[CH:23][N:22]=[C:21]([C:25]3[CH:26]=[N:27][C:28]([C:31]([F:32])([F:33])[F:34])=[N:29][CH:30]=3)[CH:20]=2)[N:13]([C:36]([O:38][C:39]([CH3:40])([CH3:41])[CH3:42])=[O:37])[C@H:12]1[CH3:43], predict the reactants needed to synthesize it. The reactants are: CCN(S(F)(F)[F:7])CC.O[C@H:11]1[CH2:15][C@@H:14]([C:16](=[O:35])[NH:17][CH2:18][C:19]2[CH:24]=[CH:23][N:22]=[C:21]([C:25]3[CH:26]=[N:27][C:28]([C:31]([F:34])([F:33])[F:32])=[N:29][CH:30]=3)[CH:20]=2)[N:13]([C:36]([O:38][C:39]([CH3:42])([CH3:41])[CH3:40])=[O:37])[C@H:12]1[CH3:43]. (5) Given the product [CH3:12][O:13][C:14]1[CH:19]=[C:18]([C:2]2[CH:3]=[CH:4][CH:5]=[C:6]3[C:11]=2[N:10]=[CH:9][CH:8]=[CH:7]3)[CH:17]=[CH:16][CH:15]=1, predict the reactants needed to synthesize it. The reactants are: Br[C:2]1[CH:3]=[CH:4][CH:5]=[C:6]2[C:11]=1[N:10]=[CH:9][CH:8]=[CH:7]2.[CH3:12][O:13][C:14]1[CH:15]=[C:16](B(O)O)[CH:17]=[CH:18][CH:19]=1.C([O-])([O-])=O.[K+].[K+]. (6) Given the product [C:31]([O:30][C:28]([NH:27][C@@H:10]([CH2:11][CH2:12][C:13]1[N:17]([CH2:18][CH2:19][CH3:20])[C:16]2[CH:21]=[C:22]([Cl:26])[C:23]([Cl:25])=[CH:24][C:15]=2[N:14]=1)[C:9]([OH:35])=[O:8])=[O:29])([CH3:32])([CH3:33])[CH3:34], predict the reactants needed to synthesize it. The reactants are: C([O:8][C:9](=[O:35])[C@@H:10]([NH:27][C:28]([O:30][C:31]([CH3:34])([CH3:33])[CH3:32])=[O:29])[CH2:11][CH2:12][C:13]1[N:17]([CH2:18][CH2:19][CH3:20])[C:16]2[CH:21]=[C:22]([Cl:26])[C:23]([Cl:25])=[CH:24][C:15]=2[N:14]=1)C1C=CC=CC=1.[OH-].[Na+].